Predict which catalyst facilitates the given reaction. From a dataset of Catalyst prediction with 721,799 reactions and 888 catalyst types from USPTO. Reactant: [F:1][C:2]1[CH:19]=[CH:18][C:17]([N+:20]([O-:22])=[O:21])=[CH:16][C:3]=1[CH2:4]OS(C1C=CC(C)=CC=1)(=O)=O.[CH2:23]([NH:25][CH2:26][CH3:27])[CH3:24]. Product: [CH2:23]([N:25]([CH2:26][CH3:27])[CH2:4][C:3]1[CH:16]=[C:17]([N+:20]([O-:22])=[O:21])[CH:18]=[CH:19][C:2]=1[F:1])[CH3:24]. The catalyst class is: 12.